This data is from Full USPTO retrosynthesis dataset with 1.9M reactions from patents (1976-2016). The task is: Predict the reactants needed to synthesize the given product. (1) The reactants are: [Si:1]([O:18][CH2:19][CH2:20][CH2:21][CH:22]=[O:23])([C:14]([CH3:17])([CH3:16])[CH3:15])([C:8]1[CH:13]=[CH:12][CH:11]=[CH:10][CH:9]=1)[C:2]1[CH:7]=[CH:6][CH:5]=[CH:4][CH:3]=1.O[CH2:25][CH2:26][NH2:27]. Given the product [Si:1]([O:18][CH2:19][CH2:20][CH2:21][CH:22]1[NH:27][CH2:26][CH2:25][O:23]1)([C:14]([CH3:16])([CH3:17])[CH3:15])([C:8]1[CH:9]=[CH:10][CH:11]=[CH:12][CH:13]=1)[C:2]1[CH:3]=[CH:4][CH:5]=[CH:6][CH:7]=1, predict the reactants needed to synthesize it. (2) The reactants are: C([S@]([NH:7][CH:8]1[CH2:15][CH2:14][CH2:13][CH2:12][N:11]([C:16]([O:18][C:19]([CH3:22])(C)C)=[O:17])[CH2:10][CH2:9]1)=O)(C)(C)C.Cl.O1[CH2:29][CH2:28]OCC1.C(N([CH2:35][CH3:36])CC)C.C1C(=O)N(O[C:45]([O:47][N:48]2[C:53](=[O:54])[CH2:52][CH2:51][C:49]2=[O:50])=[O:46])C(=O)C1.[CH3:55]O. Given the product [O:54]=[C:53]1[CH2:52][CH2:51][C:49](=[O:50])[N:48]1[O:47][C:45]([NH:7][CH:8]1[CH2:15][CH2:14][CH2:13][CH2:12][N:11]([C:16]([O:18][CH2:19][C:22]2[CH:29]=[CH:28][CH:36]=[CH:35][CH:55]=2)=[O:17])[CH2:10][CH2:9]1)=[O:46], predict the reactants needed to synthesize it. (3) Given the product [Cl:1][C:2]1[C:7]([F:8])=[CH:6][N:5]=[C:4]2[NH:9][C:17]([CH:18]3[CH2:23][CH2:22][N:21]([C:24]([O:26][C:27]([CH3:30])([CH3:29])[CH3:28])=[O:25])[CH2:20][CH2:19]3)=[CH:16][C:3]=12, predict the reactants needed to synthesize it. The reactants are: [Cl:1][C:2]1[C:7]([F:8])=[CH:6][N:5]=[C:4]([NH:9]C(=O)C(C)(C)C)[C:3]=1[C:16]#[C:17][CH:18]1[CH2:23][CH2:22][N:21]([C:24]([O:26][C:27]([CH3:30])([CH3:29])[CH3:28])=[O:25])[CH2:20][CH2:19]1.C1OCCOCCOCCOCCOCCOC1.CC([O-])(C)C.[K+].O. (4) Given the product [Cl:1][C:2]1[CH:3]=[C:4]([CH:16]=[CH:17][C:18]=1[Cl:19])[CH2:5][C:6]1[CH:7]=[N:8][C:9]2[N:10]([N:12]=[CH:13][C:14]=2[NH:15][C:27]([NH:26][CH2:20][C:21]2[O:25][CH:24]=[CH:23][CH:22]=2)=[O:28])[CH:11]=1, predict the reactants needed to synthesize it. The reactants are: [Cl:1][C:2]1[CH:3]=[C:4]([CH:16]=[CH:17][C:18]=1[Cl:19])[CH2:5][C:6]1[CH:7]=[N:8][C:9]2[N:10]([N:12]=[CH:13][C:14]=2[NH2:15])[CH:11]=1.[CH2:20]([N:26]=[C:27]=[O:28])[C:21]1[O:25][CH:24]=[CH:23][CH:22]=1. (5) Given the product [CH3:17][S:14]([C:6]1[CH:5]=[C:4]([CH:9]=[C:8]([C:10]([F:11])([F:12])[F:13])[CH:7]=1)[C:3]([OH:18])=[O:2])(=[O:16])=[O:15], predict the reactants needed to synthesize it. The reactants are: C[O:2][C:3](=[O:18])[C:4]1[CH:9]=[C:8]([C:10]([F:13])([F:12])[F:11])[CH:7]=[C:6]([S:14]([CH3:17])(=[O:16])=[O:15])[CH:5]=1.O.O.[OH-].[Li+].Cl. (6) The reactants are: [Cl:1][C:2]1[CH:10]=[CH:9][CH:8]=[C:7]2[C:3]=1[C:4]([C:11](=[O:16])[C:12]([F:15])([F:14])[F:13])=[CH:5][NH:6]2.CC1C=CC(S(O[CH2:28][CH:29]2[CH2:34][CH2:33][CH2:32][CH2:31][O:30]2)(=O)=O)=CC=1.C([O-])([O-])=O.[K+].[K+]. Given the product [Cl:1][C:2]1[CH:10]=[CH:9][CH:8]=[C:7]2[C:3]=1[C:4]([C:11](=[O:16])[C:12]([F:14])([F:15])[F:13])=[CH:5][N:6]2[CH2:28][CH:29]1[CH2:34][CH2:33][CH2:32][CH2:31][O:30]1, predict the reactants needed to synthesize it. (7) Given the product [F:13][CH:2]([F:1])[O:3][C:4]1[C:5]([NH2:10])=[N:6][CH:7]=[CH:8][CH:9]=1, predict the reactants needed to synthesize it. The reactants are: [F:1][CH:2]([F:13])[O:3][C:4]1[C:5]([N+:10]([O-])=O)=[N:6][CH:7]=[CH:8][CH:9]=1.[Cl-].[NH4+]. (8) Given the product [C:38]([C:40]1[CH:47]=[CH:46][C:43]([CH2:44][N:29]([C:30](=[O:35])[C:31]([F:32])([F:33])[F:34])[C:21]2[CH:20]=[C:19]([C:10]3[C:11]4[C:6](=[CH:5][C:4]([O:3][CH2:1][CH3:2])=[C:13]5[O:14][C:15]([CH3:18])([CH3:17])[CH2:16][C:12]5=4)[CH2:7][C:8]([CH3:36])([CH3:37])[N:9]=3)[CH:28]=[CH:27][C:22]=2[C:23]([O:25][CH3:26])=[O:24])=[CH:42][CH:41]=1)#[N:39], predict the reactants needed to synthesize it. The reactants are: [CH2:1]([O:3][C:4]1[CH:5]=[C:6]2[C:11](=[C:12]3[CH2:16][C:15]([CH3:18])([CH3:17])[O:14][C:13]=13)[C:10]([C:19]1[CH:28]=[CH:27][C:22]([C:23]([O:25][CH3:26])=[O:24])=[C:21]([NH:29][C:30](=[O:35])[C:31]([F:34])([F:33])[F:32])[CH:20]=1)=[N:9][C:8]([CH3:37])([CH3:36])[CH2:7]2)[CH3:2].[C:38]([C:40]1[CH:47]=[CH:46][C:43]([CH2:44]Br)=[CH:42][CH:41]=1)#[N:39].[I-].[K+].C(=O)([O-])[O-].[K+].[K+].